Dataset: hERG potassium channel inhibition data for cardiac toxicity prediction from Karim et al.. Task: Regression/Classification. Given a drug SMILES string, predict its toxicity properties. Task type varies by dataset: regression for continuous values (e.g., LD50, hERG inhibition percentage) or binary classification for toxic/non-toxic outcomes (e.g., AMES mutagenicity, cardiotoxicity, hepatotoxicity). Dataset: herg_karim. (1) The molecule is C[C@@H](N)c1ccc(C(=O)Nc2ccnc3[nH]ccc23)cc1. The result is 0 (non-blocker). (2) The compound is COc1cc(N2CCN(C(=O)[C@H](C)N)CC2)ccc1Nc1ncc(Cl)c(-c2cnc3ccccn23)n1. The result is 1 (blocker).